This data is from Orexin1 receptor HTS with 218,158 compounds and 233 confirmed actives. The task is: Binary Classification. Given a drug SMILES string, predict its activity (active/inactive) in a high-throughput screening assay against a specified biological target. The drug is O=C(Nc1cc(c2nc3n(c2)cccc3)ccc1)C. The result is 0 (inactive).